From a dataset of Forward reaction prediction with 1.9M reactions from USPTO patents (1976-2016). Predict the product of the given reaction. Given the reactants Cl[C:2]1[S:3][C:4]([C:8]#[N:9])=[C:5]([Cl:7])[N:6]=1.C(N(CC)C(C)C)(C)C.[NH:19]1[CH2:24][CH2:23][O:22][CH2:21][CH2:20]1, predict the reaction product. The product is: [Cl:7][C:5]1[N:6]=[C:2]([N:19]2[CH2:24][CH2:23][O:22][CH2:21][CH2:20]2)[S:3][C:4]=1[C:8]#[N:9].